From a dataset of Peptide-MHC class I binding affinity with 185,985 pairs from IEDB/IMGT. Regression. Given a peptide amino acid sequence and an MHC pseudo amino acid sequence, predict their binding affinity value. This is MHC class I binding data. The peptide sequence is GYGATSSSL. The MHC is HLA-A24:02 with pseudo-sequence HLA-A24:02. The binding affinity (normalized) is 0.